Predict the product of the given reaction. From a dataset of Forward reaction prediction with 1.9M reactions from USPTO patents (1976-2016). Given the reactants Cl[CH2:2][C:3]([CH3:6])([OH:5])[CH3:4].[OH:7][C:8]1[CH:16]=[CH:15][C:11]([C:12]([OH:14])=[O:13])=[CH:10][C:9]=1[CH3:17].C(=O)([O-])[O-].[K+].[K+].O.[CH2:25](O)[CH3:26], predict the reaction product. The product is: [OH:5][C:3]([CH3:6])([CH3:4])[CH2:2][O:7][C:8]1[CH:16]=[CH:15][C:11]([C:12]([O:14][CH2:25][CH3:26])=[O:13])=[CH:10][C:9]=1[CH3:17].